Dataset: Reaction yield outcomes from USPTO patents with 853,638 reactions. Task: Predict the reaction yield, written as a fraction of the theoretical maximum amount of product (1.0 means a 100% yield; for example, 0.34 means a 34% yield). (1) The yield is 0.870. The product is [C:1]([C:5]1[CH:6]=[C:7]([C:15]2[N:19]([C:20]3[CH:25]=[CH:24][C:23]([S:26]([CH3:29])(=[O:28])=[O:27])=[CH:22][CH:21]=3)[N:18]=[C:17]([C:30]3[CH:39]=[CH:38][C:33]([C:34]([OH:36])=[O:35])=[CH:32][CH:31]=3)[CH:16]=2)[CH:8]=[C:9]([C:11]([CH3:14])([CH3:13])[CH3:12])[CH:10]=1)([CH3:2])([CH3:3])[CH3:4]. The reactants are [C:1]([C:5]1[CH:6]=[C:7]([C:15]2[N:19]([C:20]3[CH:25]=[CH:24][C:23]([S:26]([CH3:29])(=[O:28])=[O:27])=[CH:22][CH:21]=3)[N:18]=[C:17]([C:30]3[CH:39]=[CH:38][C:33]([C:34]([O:36]C)=[O:35])=[CH:32][CH:31]=3)[CH:16]=2)[CH:8]=[C:9]([C:11]([CH3:14])([CH3:13])[CH3:12])[CH:10]=1)([CH3:4])([CH3:3])[CH3:2].[OH-].[Na+].O.Cl. The catalyst is C(O)C.C1COCC1. (2) The reactants are COC(=O)[O:4][C:5]1[CH:10]=[C:9]([N+:11]([O-:13])=[O:12])[C:8]([C:14]([CH3:17])([CH3:16])[CH3:15])=[CH:7][C:6]=1[C:18]([CH3:21])([CH3:20])[CH3:19].COC(=O)OC1C([N+]([O-])=O)=CC(C(C)(C)C)=CC=1C(C)(C)C.[OH-].[K+].Cl. The catalyst is CO. The product is [C:18]([C:6]1[CH:7]=[C:8]([C:14]([CH3:16])([CH3:15])[CH3:17])[C:9]([N+:11]([O-:13])=[O:12])=[CH:10][C:5]=1[OH:4])([CH3:19])([CH3:20])[CH3:21]. The yield is 0.290.